From a dataset of TCR-epitope binding with 47,182 pairs between 192 epitopes and 23,139 TCRs. Binary Classification. Given a T-cell receptor sequence (or CDR3 region) and an epitope sequence, predict whether binding occurs between them. (1) The epitope is VSFIEFVGW. The TCR CDR3 sequence is CASSPQYKWEQYF. Result: 0 (the TCR does not bind to the epitope). (2) The epitope is LVLSVNPYV. The TCR CDR3 sequence is CASSLLGRQADYGYTF. Result: 0 (the TCR does not bind to the epitope). (3) The epitope is IYSKHTPINL. Result: 0 (the TCR does not bind to the epitope). The TCR CDR3 sequence is CASSELLAGPVNEQFF. (4) The epitope is DATYQRTRALVR. The TCR CDR3 sequence is CASSASRVGEDTQYF. Result: 1 (the TCR binds to the epitope). (5) The epitope is RAKFKQLL. The TCR CDR3 sequence is CASSLKQSPHTEAFF. Result: 1 (the TCR binds to the epitope). (6) The epitope is LPPIVAKEI. The TCR CDR3 sequence is CSVVLRGEDEQYF. Result: 0 (the TCR does not bind to the epitope).